From a dataset of Full USPTO retrosynthesis dataset with 1.9M reactions from patents (1976-2016). Predict the reactants needed to synthesize the given product. (1) The reactants are: [CH:1]1([NH:4][C:5]([NH:7][C:8]2[CH:13]=[CH:12][C:11]([C:14]3[C:15]4[CH2:29][NH:28][CH2:27][C:16]=4[N:17]=[C:18]([N:20]4[CH2:25][CH2:24][O:23][CH2:22][C@@H:21]4[CH3:26])[N:19]=3)=[CH:10][CH:9]=2)=[O:6])[CH2:3][CH2:2]1.CCN(C(C)C)C(C)C.CN(C(ON1N=NC2C=CC=NC1=2)=[N+](C)C)C.F[P-](F)(F)(F)(F)F.[O:63]1[CH2:67][CH2:66][CH2:65][CH:64]1[C:68](O)=[O:69]. Given the product [CH:1]1([NH:4][C:5]([NH:7][C:8]2[CH:13]=[CH:12][C:11]([C:14]3[C:15]4[CH2:29][N:28]([C:68]([CH:64]5[CH2:65][CH2:66][CH2:67][O:63]5)=[O:69])[CH2:27][C:16]=4[N:17]=[C:18]([N:20]4[CH2:25][CH2:24][O:23][CH2:22][C@@H:21]4[CH3:26])[N:19]=3)=[CH:10][CH:9]=2)=[O:6])[CH2:3][CH2:2]1, predict the reactants needed to synthesize it. (2) Given the product [CH3:30][O:29][C:27](=[O:28])[CH2:26][O:23][C:20]1[CH:21]=[CH:22][C:17]([C:3]([CH2:4][CH3:5])([C:6]2[S:10][C:9]3[CH:11]=[C:12]([O:15][CH3:16])[CH:13]=[CH:14][C:8]=3[CH:7]=2)[CH2:1][CH3:2])=[CH:18][C:19]=1[CH3:24], predict the reactants needed to synthesize it. The reactants are: [CH2:1]([C:3]([C:17]1[CH:22]=[CH:21][C:20]([OH:23])=[C:19]([CH3:24])[CH:18]=1)([C:6]1[S:10][C:9]2[CH:11]=[C:12]([O:15][CH3:16])[CH:13]=[CH:14][C:8]=2[CH:7]=1)[CH2:4][CH3:5])[CH3:2].Br[CH2:26][C:27]([O:29][CH3:30])=[O:28].C(=O)([O-])[O-].[K+].[K+].[I-].[K+]. (3) Given the product [CH3:40][C:35]1([CH3:41])[C:36]([CH3:39])([CH3:38])[O:37][B:33]([C:21]2[CH:22]=[C:23]([C:27]3[N:32]=[CH:31][CH:30]=[CH:29][N:28]=3)[CH:24]=[CH:25][CH:26]=2)[O:34]1, predict the reactants needed to synthesize it. The reactants are: C1(P(C2CCCCC2)C2CCCCC2)CCCCC1.Cl[C:21]1[CH:22]=[C:23]([C:27]2[N:32]=[CH:31][CH:30]=[CH:29][N:28]=2)[CH:24]=[CH:25][CH:26]=1.[B:33]1([B:33]2[O:37][C:36]([CH3:39])([CH3:38])[C:35]([CH3:41])([CH3:40])[O:34]2)[O:37][C:36]([CH3:39])([CH3:38])[C:35]([CH3:41])([CH3:40])[O:34]1.C([O-])(=O)C.[K+].